This data is from Full USPTO retrosynthesis dataset with 1.9M reactions from patents (1976-2016). The task is: Predict the reactants needed to synthesize the given product. (1) Given the product [C:25]([O:29][C:30]([N:1]([CH2:16][C:12]1[CH:11]=[C:10]([CH2:9][C:8]([OH:7])=[O:18])[CH:15]=[CH:14][CH:13]=1)[CH2:2][CH2:3][CH2:4][OH:5])=[O:31])([CH3:28])([CH3:27])[CH3:26], predict the reactants needed to synthesize it. The reactants are: [NH2:1][CH2:2][CH2:3][CH2:4][OH:5].C[O:7][C:8](=[O:18])[CH2:9][C:10]1[CH:15]=[CH:14][CH:13]=[C:12]([CH2:16]Br)[CH:11]=1.C(=O)([O-])[O-].[K+].[K+].[C:25]([O:29][C:30](O[C:30]([O:29][C:25]([CH3:28])([CH3:27])[CH3:26])=[O:31])=[O:31])([CH3:28])([CH3:27])[CH3:26]. (2) The reactants are: [CH3:1][N:2]1[C:6]2=[N:7][CH:8]=[C:9]([N+:11]([O-])=O)[CH:10]=[C:5]2[C:4]([C:14]2[CH2:19][CH2:18][N:17]([C:20]([O:22][C:23]([CH3:26])([CH3:25])[CH3:24])=[O:21])[CH2:16][CH:15]=2)=[CH:3]1.C([O-])=O.[NH4+]. Given the product [NH2:11][C:9]1[CH:10]=[C:5]2[C:4]([CH:14]3[CH2:15][CH2:16][N:17]([C:20]([O:22][C:23]([CH3:25])([CH3:24])[CH3:26])=[O:21])[CH2:18][CH2:19]3)=[CH:3][N:2]([CH3:1])[C:6]2=[N:7][CH:8]=1, predict the reactants needed to synthesize it. (3) Given the product [Cl:15][C:16]1[CH:21]=[C:20]([C:1]2[CH2:5][CH2:4][CH2:3][CH:2]=2)[CH:19]=[CH:18][N:17]=1, predict the reactants needed to synthesize it. The reactants are: [C:1]1(B2OC(C)(C)C(C)(C)O2)[CH2:5][CH2:4][CH2:3][CH:2]=1.[Cl:15][C:16]1[CH:21]=[C:20](I)[CH:19]=[CH:18][N:17]=1.C([O-])([O-])=O.[Na+].[Na+]. (4) The reactants are: CC1(C)C(C)(C)OB([C:9]2[CH:14]=[CH:13][CH:12]=[C:11]([B:15]3[O:19][C:18]([CH3:21])([CH3:20])[C:17]([CH3:23])([CH3:22])[O:16]3)[CH:10]=2)O1.Cl[C:26]1[N:31]=[C:30]([C:32]2[CH:37]=[CH:36][CH:35]=[CH:34][CH:33]=2)[CH:29]=[C:28]([C:38]2[CH:43]=[CH:42][CH:41]=[CH:40][CH:39]=2)[N:27]=1.C([O-])([O-])=O.[Na+].[Na+].CCO. Given the product [C:38]1([C:28]2[CH:29]=[C:30]([C:32]3[CH:33]=[CH:34][CH:35]=[CH:36][CH:37]=3)[N:31]=[C:26]([C:9]3[CH:14]=[CH:13][CH:12]=[C:11]([B:15]4[O:16][C:17]([CH3:22])([CH3:23])[C:18]([CH3:20])([CH3:21])[O:19]4)[CH:10]=3)[N:27]=2)[CH:43]=[CH:42][CH:41]=[CH:40][CH:39]=1, predict the reactants needed to synthesize it.